This data is from Catalyst prediction with 721,799 reactions and 888 catalyst types from USPTO. The task is: Predict which catalyst facilitates the given reaction. (1) Reactant: [NH2:1][C:2]1[CH:7]=[CH:6][CH:5]=[C:4]([CH3:8])[CH:3]=1.[OH-].[Na+].[CH3:11][C:12]1[CH:20]=[CH:19][CH:18]=[CH:17][C:13]=1[C:14](Cl)=[O:15]. Product: [CH3:11][C:12]1[CH:20]=[CH:19][CH:18]=[CH:17][C:13]=1[C:14]([NH:1][C:2]1[CH:3]=[C:4]([CH3:8])[CH:5]=[CH:6][CH:7]=1)=[O:15]. The catalyst class is: 95. (2) Reactant: [Cl:1][C:2]1[CH:3]=[C:4]([NH:9][C:10]2[C:19]3[C:14](=[CH:15][C:16]([O:23][CH2:24][CH2:25][O:26][CH3:27])=[C:17]([N+:20]([O-])=O)[CH:18]=3)[N:13]=[CH:12][N:11]=2)[CH:5]=[CH:6][C:7]=1[F:8].Cl.[OH-].[Na+]. Product: [Cl:1][C:2]1[CH:3]=[C:4]([NH:9][C:10]2[C:19]3[C:14](=[CH:15][C:16]([O:23][CH2:24][CH2:25][O:26][CH3:27])=[C:17]([NH2:20])[CH:18]=3)[N:13]=[CH:12][N:11]=2)[CH:5]=[CH:6][C:7]=1[F:8]. The catalyst class is: 186. (3) Reactant: Br[C:2]1[CH:7]=[CH:6][C:5]([Cl:8])=[CH:4][C:3]=1[CH2:9][O:10]COC.C([Li])CCC.CCCCCC.[B:25](OC)(OC)[O:26]C. Product: [Cl:8][C:5]1[CH:6]=[CH:7][C:2]2[B:25]([OH:26])[O:10][CH2:9][C:3]=2[CH:4]=1. The catalyst class is: 54. (4) Reactant: [C:1]([O:5][C:6](=[O:23])[NH:7][C@H:8]([C:14](=[O:22])[NH:15][C:16]1[CH:21]=[CH:20][CH:19]=[CH:18][CH:17]=1)[CH2:9][CH2:10][CH2:11][CH:12]=[CH2:13])([CH3:4])([CH3:3])[CH3:2].[C:24]([OH:27])(=[S:26])[CH3:25].CC(N=NC(C#N)(C)C)(C#N)C.C1CCCCC=1. Product: [C:1]([O:5][C:6]([NH:7][C@H:8]([C:14](=[O:22])[NH:15][C:16]1[CH:17]=[CH:18][CH:19]=[CH:20][CH:21]=1)[CH2:9][CH2:10][CH2:11][CH2:12][CH2:13][S:26][C:24](=[O:27])[CH3:25])=[O:23])([CH3:2])([CH3:3])[CH3:4]. The catalyst class is: 12.